From a dataset of Choline transporter screen with 302,306 compounds. Binary Classification. Given a drug SMILES string, predict its activity (active/inactive) in a high-throughput screening assay against a specified biological target. The molecule is S(=O)(=O)(N1CCN(CC1)c1c(c(ccc1)C)C)c1c(cc2NC(=O)COc2c1)C. The result is 0 (inactive).